Predict which catalyst facilitates the given reaction. From a dataset of Catalyst prediction with 721,799 reactions and 888 catalyst types from USPTO. (1) Reactant: [Cl:1][C:2]1[C:3]([F:28])=[C:4]([CH:25]=[CH:26][CH:27]=1)[NH:5][C:6]1[C:15]2[C:10](=[CH:11][C:12]([O:23][CH3:24])=[C:13]([O:16][CH:17]3[CH2:22][CH2:21][NH:20][CH2:19][CH2:18]3)[CH:14]=2)[N:9]=[CH:8][N:7]=1.C(N(C(C)C)CC)(C)C.[CH3:38][S:39](Cl)(=[O:41])=[O:40]. Product: [Cl:1][C:2]1[C:3]([F:28])=[C:4]([CH:25]=[CH:26][CH:27]=1)[NH:5][C:6]1[C:15]2[C:10](=[CH:11][C:12]([O:23][CH3:24])=[C:13]([O:16][CH:17]3[CH2:22][CH2:21][N:20]([S:39]([CH3:38])(=[O:41])=[O:40])[CH2:19][CH2:18]3)[CH:14]=2)[N:9]=[CH:8][N:7]=1. The catalyst class is: 2. (2) Reactant: [CH3:1][O:2][C:3](=[O:28])[CH2:4][CH2:5][C:6]12[CH2:13][CH2:12][C:9]([C:14]3[NH:22][C:21]4[C:20](=O)[NH:19][C:18](=[O:24])[N:17]([CH2:25][CH2:26][CH3:27])[C:16]=4[N:15]=3)([CH2:10][CH2:11]1)[CH2:8][CH2:7]2.P12(SP3(SP(SP(S3)(S1)=S)(=S)S2)=S)=[S:30]. Product: [CH3:1][O:2][C:3](=[O:28])[CH2:4][CH2:5][C:6]12[CH2:13][CH2:12][C:9]([C:14]3[NH:22][C:21]4[C:20](=[S:30])[NH:19][C:18](=[O:24])[N:17]([CH2:25][CH2:26][CH3:27])[C:16]=4[N:15]=3)([CH2:10][CH2:11]1)[CH2:8][CH2:7]2. The catalyst class is: 17. (3) Reactant: [CH3:1][C@@H:2]1[O:7][CH2:6][C@@H:5]([C:8]2[CH:13]=[CH:12][CH:11]=[CH:10][CH:9]=2)[N:4]([CH2:14][C:15]([O:17]CC)=[O:16])[C:3]1=[O:20].[Li+:21].[OH-].Cl. Product: [CH3:1][C@@H:2]1[O:7][CH2:6][C@@H:5]([C:8]2[CH:13]=[CH:12][CH:11]=[CH:10][CH:9]=2)[N:4]([CH2:14][C:15]([O-:17])=[O:16])[C:3]1=[O:20].[Li+:21]. The catalyst class is: 20. (4) Reactant: [O:1]=[C:2]1[CH:7]=[CH:6][CH:5]=[CH:4][N:3]1[C:8]1[CH:18]=[CH:17][C:11]([C:12]([O:14]CC)=[O:13])=[CH:10][CH:9]=1.[OH-].[Li+]. Product: [O:1]=[C:2]1[CH:7]=[CH:6][CH:5]=[CH:4][N:3]1[C:8]1[CH:18]=[CH:17][C:11]([C:12]([OH:14])=[O:13])=[CH:10][CH:9]=1. The catalyst class is: 30. (5) Reactant: [OH:1][C:2]1[CH:7]=[CH:6][C:5]([N:8]2[CH2:13][CH2:12][C:11]3[CH:14]=[C:15]([C:17]4[CH:22]=[CH:21][C:20]([O:23][CH3:24])=[CH:19][CH:18]=4)[S:16][C:10]=3[C:9]2=[O:25])=[CH:4][C:3]=1[O:26][CH3:27].Cl.[Cl:29][CH2:30][CH2:31][N:32]1[CH2:37][CH2:36][O:35][CH2:34][CH2:33]1.[H-].[Na+].Cl.CCOC(C)=O. Product: [ClH:29].[CH3:27][O:26][C:3]1[CH:4]=[C:5]([N:8]2[CH2:13][CH2:12][C:11]3[CH:14]=[C:15]([C:17]4[CH:22]=[CH:21][C:20]([O:23][CH3:24])=[CH:19][CH:18]=4)[S:16][C:10]=3[C:9]2=[O:25])[CH:6]=[CH:7][C:2]=1[O:1][CH2:30][CH2:31][N:32]1[CH2:37][CH2:36][O:35][CH2:34][CH2:33]1. The catalyst class is: 121. (6) Reactant: Cl[C:2]1[C:11]2[C:6](=[C:7]([CH3:13])[CH:8]=[C:9]([I:12])[CH:10]=2)[N:5]=[N:4][C:3]=1[C:14]([NH2:16])=[O:15].[CH2:17]([N:19]1[C:23]([NH2:24])=[CH:22][CH:21]=[N:20]1)[CH3:18].Cl.N1C=CC=CC=1. Product: [CH2:17]([N:19]1[C:23]([NH:24][C:2]2[C:11]3[C:6](=[C:7]([CH3:13])[CH:8]=[C:9]([I:12])[CH:10]=3)[N:5]=[N:4][C:3]=2[C:14]([NH2:16])=[O:15])=[CH:22][CH:21]=[N:20]1)[CH3:18]. The catalyst class is: 10. (7) Reactant: [C:1]([O:4][C@H:5]([CH3:25])[CH2:6][CH2:7][CH2:8][CH2:9][N:10]1[C:15](=[O:16])[C:14]2[C:17](=[O:22])[CH:18]=[C:19]([CH3:21])[NH:20][C:13]=2[N:12]([CH3:23])[C:11]1=[O:24])(=[O:3])[CH3:2].ClCCl.[F:29][C:30]([F:43])([F:42])[S:31](O[S:31]([C:30]([F:43])([F:42])[F:29])(=[O:33])=[O:32])(=[O:33])=[O:32]. Product: [C:1]([O:4][C@H:5]([CH3:25])[CH2:6][CH2:7][CH2:8][CH2:9][N:10]1[C:15](=[O:16])[C:14]2[C:17]([O:22][S:31]([C:30]([F:43])([F:42])[F:29])(=[O:33])=[O:32])=[CH:18][C:19]([CH3:21])=[N:20][C:13]=2[N:12]([CH3:23])[C:11]1=[O:24])(=[O:3])[CH3:2]. The catalyst class is: 17.